Dataset: Full USPTO retrosynthesis dataset with 1.9M reactions from patents (1976-2016). Task: Predict the reactants needed to synthesize the given product. (1) Given the product [C:1]1([C:7]2[NH:8][CH:15]=[CH:16][CH:11]=2)[CH:6]=[CH:5][CH:4]=[CH:3][CH:2]=1, predict the reactants needed to synthesize it. The reactants are: [C:1]1([C:7]2[N:8]=NS[CH:11]=2)[CH:6]=[CH:5][CH:4]=[CH:3][CH:2]=1.S1[CH:16]=[CH:15]N=C1. (2) Given the product [Br:1][C:2]1[C:3]([N:16]([CH:13]2[CH2:14][CH2:15][CH:11]([CH3:10])[CH2:12]2)[NH:17][C:18]([O:20][C:21]([CH3:24])([CH3:23])[CH3:22])=[O:19])=[N:4][C:5]([Cl:8])=[N:6][CH:7]=1, predict the reactants needed to synthesize it. The reactants are: [Br:1][C:2]1[C:3](Cl)=[N:4][C:5]([Cl:8])=[N:6][CH:7]=1.[CH3:10][CH:11]1[CH2:15][CH2:14][CH:13]([NH:16][NH:17][C:18]([O:20][C:21]([CH3:24])([CH3:23])[CH3:22])=[O:19])[CH2:12]1.CCN(C(C)C)C(C)C. (3) The reactants are: [Br:1][C:2]1[CH:3]=[C:4]([CH:8]=[CH:9][CH:10]=1)[CH2:5][CH2:6][OH:7].[C:11]([Si:15](Cl)([C:22]1[CH:27]=[CH:26][CH:25]=[CH:24][CH:23]=1)[C:16]1[CH:21]=[CH:20][CH:19]=[CH:18][CH:17]=1)([CH3:14])([CH3:13])[CH3:12].N1C=CN=C1. Given the product [Br:1][C:2]1[CH:3]=[C:4]([CH:8]=[CH:9][CH:10]=1)[CH2:5][CH2:6][O:7][Si:15]([C:11]([CH3:14])([CH3:13])[CH3:12])([C:22]1[CH:23]=[CH:24][CH:25]=[CH:26][CH:27]=1)[C:16]1[CH:21]=[CH:20][CH:19]=[CH:18][CH:17]=1, predict the reactants needed to synthesize it. (4) Given the product [CH3:15][C:14]([CH3:17])([CH3:16])[CH2:13][O:12][C:9]1([C:6]2[CH:7]=[CH:8][C:3]([C:1]#[C:2][C:26]3[CH:27]=[CH:28][C:23]([C:22]([O:21][CH2:19][CH3:20])=[O:30])=[CH:24][CH:25]=3)=[CH:4][C:5]=2[CH3:31])[CH2:11][CH2:10]1, predict the reactants needed to synthesize it. The reactants are: [C:1]([C:3]1[CH:8]=[CH:7][C:6]([C:9]2([O:12][CH2:13][C:14]([CH3:17])([CH3:16])[CH3:15])[CH2:11][CH2:10]2)=[CH:5][C:4]=1C)#[CH:2].[CH2:19]([O:21][C:22](=[O:30])[C:23]1[CH:28]=[CH:27][C:26](I)=[CH:25][CH:24]=1)[CH3:20].[CH2:31](N(CC)CC)C. (5) Given the product [I-:1].[CH3:16][O:17][CH2:18][CH2:19][N:20]([CH2:21][CH2:22][O:23][CH3:24])[C:4]1[CH:3]=[CH:2][C:15]2[C:6]([CH:5]=1)=[S+:7][C:8]1[C:13](=[CH:12][CH:11]=[C:10]([N:35]3[CH2:34][CH2:33][N:32]([C:25]([O:27][C:28]([CH3:31])([CH3:30])[CH3:29])=[O:26])[CH2:37][CH2:36]3)[CH:9]=1)[N:14]=2, predict the reactants needed to synthesize it. The reactants are: [I-:1].[CH:2]1[C:15]2[C:6](=[S+:7][C:8]3[C:13]([N:14]=2)=[CH:12][CH:11]=[CH:10][CH:9]=3)[CH:5]=[CH:4][CH:3]=1.[CH3:16][O:17][CH2:18][CH2:19][NH:20][CH2:21][CH2:22][O:23][CH3:24].[C:25]([N:32]1[CH2:37][CH2:36][NH:35][CH2:34][CH2:33]1)([O:27][C:28]([CH3:31])([CH3:30])[CH3:29])=[O:26]. (6) Given the product [F:5][C:6]1[CH:7]=[C:8]([NH:30][C:31]([NH:33][CH:34]2[CH2:37][O:36][CH2:35]2)=[O:32])[CH:9]=[CH:10][C:11]=1[O:12][C:13]1[CH:18]=[CH:17][N:16]=[C:15]2[CH:19]=[C:20]([C:22]3[N:23]=[CH:24][C:25]([CH2:28][N:38]4[CH2:48][CH2:47][CH2:46][CH:40]([C:41]([O:43][CH2:44][CH3:45])=[O:42])[CH2:39]4)=[CH:26][CH:27]=3)[S:21][C:14]=12, predict the reactants needed to synthesize it. The reactants are: CC(O)=O.[F:5][C:6]1[CH:7]=[C:8]([NH:30][C:31]([NH:33][CH:34]2[CH2:37][O:36][CH2:35]2)=[O:32])[CH:9]=[CH:10][C:11]=1[O:12][C:13]1[CH:18]=[CH:17][N:16]=[C:15]2[CH:19]=[C:20]([C:22]3[CH:27]=[CH:26][C:25]([CH:28]=O)=[CH:24][N:23]=3)[S:21][C:14]=12.[NH:38]1[CH2:48][CH2:47][CH2:46][CH:40]([C:41]([O:43][CH2:44][CH3:45])=[O:42])[CH2:39]1.C(O[BH-](OC(=O)C)OC(=O)C)(=O)C.[Na+].[OH-].[Na+]. (7) Given the product [C:11]1([C:7]2[N:8]=[C:9]([NH2:10])[C:4]3[CH:3]=[C:2]([CH:25]=[CH:18][C:19]4[CH:24]=[CH:23][CH:22]=[CH:21][CH:20]=4)[S:17][C:5]=3[N:6]=2)[CH:16]=[CH:15][CH:14]=[CH:13][CH:12]=1, predict the reactants needed to synthesize it. The reactants are: Br[C:2]1[S:17][C:5]2[N:6]=[C:7]([C:11]3[CH:16]=[CH:15][CH:14]=[CH:13][CH:12]=3)[N:8]=[C:9]([NH2:10])[C:4]=2[CH:3]=1.[CH2:18]([C:25]1SC2N=C(C3C=CC=CC=3)N=C(N)C=2C=1)[C:19]1[CH:24]=[CH:23][CH:22]=[CH:21][CH:20]=1.C1(/C=C/B(O)O)C=CC=CC=1.C([O-])([O-])=O.[K+].[K+]. (8) Given the product [Cl:12][C:13]1[CH:19]=[C:18]([Cl:20])[CH:17]=[CH:16][C:14]=1[NH:15][C:2]1[CH:7]=[CH:6][CH:5]=[CH:4][C:3]=1[CH2:8][C:9]([OH:11])=[O:10], predict the reactants needed to synthesize it. The reactants are: Br[C:2]1[CH:7]=[CH:6][CH:5]=[CH:4][C:3]=1[CH2:8][C:9]([OH:11])=[O:10].[Cl:12][C:13]1[CH:19]=[C:18]([Cl:20])[CH:17]=[CH:16][C:14]=1[NH2:15]. (9) Given the product [Br:10][CH2:11][CH2:12][CH2:13][O:9][C:3]1[CH:4]=[CH:5][CH:6]=[C:7]([F:8])[C:2]=1[F:1], predict the reactants needed to synthesize it. The reactants are: [F:1][C:2]1[C:7]([F:8])=[CH:6][CH:5]=[CH:4][C:3]=1[OH:9].[Br:10][CH2:11][CH2:12][CH2:13]Br.